Dataset: Full USPTO retrosynthesis dataset with 1.9M reactions from patents (1976-2016). Task: Predict the reactants needed to synthesize the given product. Given the product [Cl:26][C:25]1[CH:24]=[N:23][C:22]2[NH:1][C:2]3[CH:7]=[CH:6][CH:5]=[C:4]([CH:3]=3)[S:8](=[O:10])(=[O:9])[NH:11][CH2:12][C:13]3[CH:14]=[C:15]([NH:19][C:20]=1[N:21]=2)[CH:16]=[CH:17][CH:18]=3, predict the reactants needed to synthesize it. The reactants are: [NH2:1][C:2]1[CH:3]=[C:4]([S:8]([NH:11][CH2:12][C:13]2[CH:18]=[CH:17][CH:16]=[C:15]([NH:19][C:20]3[C:25]([Cl:26])=[CH:24][N:23]=[C:22](Cl)[N:21]=3)[CH:14]=2)(=[O:10])=[O:9])[CH:5]=[CH:6][CH:7]=1.Cl.